This data is from Full USPTO retrosynthesis dataset with 1.9M reactions from patents (1976-2016). The task is: Predict the reactants needed to synthesize the given product. (1) Given the product [CH2:23]([S:20]([N:17]1[CH2:18][CH2:19][CH:14]([C:5]2[C:4]3[C:8](=[C:9]([C:11]([NH2:13])=[O:12])[CH:10]=[C:2]([S:32][C:29]4[CH:30]=[CH:31][C:26]([F:25])=[CH:27][CH:28]=4)[CH:3]=3)[NH:7][CH:6]=2)[CH2:15][CH2:16]1)(=[O:22])=[O:21])[CH3:24], predict the reactants needed to synthesize it. The reactants are: Br[C:2]1[CH:3]=[C:4]2[C:8](=[C:9]([C:11]([NH2:13])=[O:12])[CH:10]=1)[NH:7][CH:6]=[C:5]2[CH:14]1[CH2:19][CH2:18][N:17]([S:20]([CH2:23][CH3:24])(=[O:22])=[O:21])[CH2:16][CH2:15]1.[F:25][C:26]1[CH:31]=[CH:30][C:29]([SH:32])=[CH:28][CH:27]=1.C(O)CO.C(=O)([O-])[O-].[K+].[K+]. (2) Given the product [Cl:1][C:2]1[C:11]([C:12]#[N:14])=[CH:10][C:9]2[C:4](=[CH:5][CH:6]=[C:7]([O:21][CH3:22])[CH:8]=2)[N:3]=1, predict the reactants needed to synthesize it. The reactants are: [Cl:1][C:2]1[C:11]([CH:12]=O)=[CH:10][C:9]2[C:4](=[CH:5][CH:6]=[CH:7][CH:8]=2)[N:3]=1.[NH3:14].O.II.C1[CH2:22][O:21]CC1. (3) Given the product [Cl:39][C:37]1[CH:36]=[CH:35][C:34]([N:40]2[CH:44]=[N:43][N:42]=[N:41]2)=[C:33](/[CH:32]=[CH:31]/[C:30]([NH:29][C@@H:21]([CH2:22][C:23]2[CH:28]=[CH:27][CH:26]=[CH:25][CH:24]=2)[C:20]([NH:19][C:16]2[S:17][C:18]([C:7]([OH:6])=[O:2])=[CH:14][N:15]=2)=[O:46])=[O:45])[CH:38]=1, predict the reactants needed to synthesize it. The reactants are: [Li+].[OH-:2].C1[CH2:7][O:6]CC1.O.C(OC([C:14]1[N:15]=[C:16]([NH:19][C:20](=[O:46])[C@@H:21]([NH:29][C:30](=[O:45])/[CH:31]=[CH:32]/[C:33]2[CH:38]=[C:37]([Cl:39])[CH:36]=[CH:35][C:34]=2[N:40]2[CH:44]=[N:43][N:42]=[N:41]2)[CH2:22][C:23]2[CH:28]=[CH:27][CH:26]=[CH:25][CH:24]=2)[S:17][CH:18]=1)=O)C.ClCl. (4) Given the product [Cl:2][C:3]1[CH:4]=[C:5]([CH:14]=[CH:15][C:16]=1[Cl:17])[CH2:6][N:7]1[CH2:8][CH2:9][CH:10]([NH:13][C:22](=[O:29])[CH2:23][CH2:24][C:25]([O:27][CH3:28])=[O:26])[CH2:11][CH2:12]1, predict the reactants needed to synthesize it. The reactants are: Cl.[Cl:2][C:3]1[CH:4]=[C:5]([CH:14]=[CH:15][C:16]=1[Cl:17])[CH2:6][N:7]1[CH2:12][CH2:11][CH:10]([NH2:13])[CH2:9][CH2:8]1.ClCCl.Cl[C:22](=[O:29])[CH2:23][CH2:24][C:25]([O:27][CH3:28])=[O:26].C(=O)([O-])O.[Na+]. (5) Given the product [CH:1]1([C:4]2[CH:5]=[CH:6][CH:7]=[C:8]3[C:13]=2[N:12]=[C:11]([C:14]([N:16]2[CH2:21][CH2:20][C:19]4([CH2:30][C:29](=[O:31])[C:28]5[C:23](=[CH:24][CH:25]=[C:26]([C:32]6[CH:33]=[N:34][CH:35]=[C:36]([CH:40]=6)[C:37]([O-:39])=[O:38])[CH:27]=5)[O:22]4)[CH2:18][CH2:17]2)=[O:15])[CH:10]=[C:9]3[O:41][CH3:42])[CH2:3][CH2:2]1.[Na+:44], predict the reactants needed to synthesize it. The reactants are: [CH:1]1([C:4]2[CH:5]=[CH:6][CH:7]=[C:8]3[C:13]=2[N:12]=[C:11]([C:14]([N:16]2[CH2:21][CH2:20][C:19]4([CH2:30][C:29](=[O:31])[C:28]5[C:23](=[CH:24][CH:25]=[C:26]([C:32]6[CH:33]=[N:34][CH:35]=[C:36]([CH:40]=6)[C:37]([OH:39])=[O:38])[CH:27]=5)[O:22]4)[CH2:18][CH2:17]2)=[O:15])[CH:10]=[C:9]3[O:41][CH3:42])[CH2:3][CH2:2]1.[OH-].[Na+:44]. (6) Given the product [CH3:15][C@@H:11]1[CH2:12][CH2:13][CH2:14][N:10]1[CH2:9][CH2:8][C:5]1[CH:6]=[CH:7][C:2]([C:25]2[CH:24]=[CH:23][C:22]([S:19]([CH:16]([CH3:18])[CH3:17])(=[O:21])=[O:20])=[CH:27][CH:26]=2)=[CH:3][CH:4]=1, predict the reactants needed to synthesize it. The reactants are: Br[C:2]1[CH:7]=[CH:6][C:5]([CH2:8][CH2:9][N:10]2[CH2:14][CH2:13][CH2:12][C@H:11]2[CH3:15])=[CH:4][CH:3]=1.[CH:16]([S:19]([C:22]1[CH:27]=[CH:26][C:25](B(O)O)=[CH:24][CH:23]=1)(=[O:21])=[O:20])([CH3:18])[CH3:17]. (7) Given the product [C:26]([O:25][CH:19]([C:8]1[C:7]([CH3:30])=[CH:6][C:5]2[C:10](=[CH:11][C:2]([C:32]#[C:31][C:33]3([OH:38])[CH2:37][CH2:36][CH2:35][CH2:34]3)=[CH:3][CH:4]=2)[C:9]=1[C:12]1[CH:17]=[CH:16][C:15]([Cl:18])=[CH:14][CH:13]=1)[C:20]([OH:22])=[O:21])([CH3:28])([CH3:27])[CH3:29], predict the reactants needed to synthesize it. The reactants are: Br[C:2]1[CH:11]=[C:10]2[C:5]([CH:6]=[C:7]([CH3:30])[C:8]([CH:19]([O:25][C:26]([CH3:29])([CH3:28])[CH3:27])[C:20]([O:22]CC)=[O:21])=[C:9]2[C:12]2[CH:17]=[CH:16][C:15]([Cl:18])=[CH:14][CH:13]=2)=[CH:4][CH:3]=1.[C:31]([C:33]1([OH:38])[CH2:37][CH2:36][CH2:35][CH2:34]1)#[CH:32]. (8) Given the product [I:21][C:2]1[C:11]2[C:6](=[CH:7][CH:8]=[C:9]([CH:12]=[O:13])[CH:10]=2)[N:5]=[CH:4][CH:3]=1, predict the reactants needed to synthesize it. The reactants are: Cl[C:2]1[C:11]2[C:6](=[CH:7][CH:8]=[C:9]([CH:12]=[O:13])[CH:10]=2)[N:5]=[CH:4][CH:3]=1.Cl.O1CCOCC1.[I-:21].[Na+].